Dataset: Full USPTO retrosynthesis dataset with 1.9M reactions from patents (1976-2016). Task: Predict the reactants needed to synthesize the given product. (1) Given the product [N:23]([CH2:17][C@H:12]1[C@H:13]([CH3:16])[CH2:14][CH2:15][N:10]([CH2:9][CH2:8][C:5]2[CH:6]=[CH:7][C:2]([F:1])=[CH:3][CH:4]=2)[CH2:11]1)=[N+:24]=[N-:25], predict the reactants needed to synthesize it. The reactants are: [F:1][C:2]1[CH:7]=[CH:6][C:5]([CH2:8][CH2:9][N:10]2[CH2:15][CH2:14][C@@H:13]([CH3:16])[C@H:12]([CH2:17]OS(C)(=O)=O)[CH2:11]2)=[CH:4][CH:3]=1.[N-:23]=[N+:24]=[N-:25].[Na+]. (2) Given the product [CH:85]1([C@H:84]([NH:91][C:10]([C@@H:5]2[CH2:6][CH2:7][CH2:8][CH2:9][N:4]2[CH:1]([CH3:2])[CH3:3])=[O:12])[C:83]([NH:82][C@@H:77]([C:78]([CH3:81])([CH3:80])[CH3:79])[C:76]([N:65]2[C@H:64]([C:62]([NH:61][C@:56]3([C:54](=[O:55])[NH:53][S:50]([C:47]4([CH3:46])[CH2:48][CH2:49]4)(=[O:51])=[O:52])[CH2:58][C@H:57]3[CH:59]=[CH2:60])=[O:63])[CH2:75][C@:67]3([C:72]([CH3:74])([CH3:73])[C:68]43[CH2:69][CH2:70][CH2:71]4)[CH2:66]2)=[O:93])=[O:92])[CH2:86][CH2:87][CH2:88][CH2:89][CH2:90]1, predict the reactants needed to synthesize it. The reactants are: [CH:1]([N:4]1[CH2:9][CH2:8][CH2:7][CH2:6][C@H:5]1[C:10]([OH:12])=O)([CH3:3])[CH3:2].CN(C(ON1N=NC2C=CC=NC1=2)=[N+](C)C)C.F[P-](F)(F)(F)(F)F.CCN(C(C)C)C(C)C.[CH3:46][C:47]1([S:50]([NH:53][C:54]([C@@:56]2([NH:61][C:62]([C@@H:64]3[CH2:75][C@:67]4([C:72]([CH3:74])([CH3:73])[C:68]54[CH2:71][CH2:70][CH2:69]5)[CH2:66][N:65]3[C:76](=[O:93])[C@@H:77]([NH:82][C:83](=[O:92])[C@@H:84]([NH2:91])[CH:85]3[CH2:90][CH2:89][CH2:88][CH2:87][CH2:86]3)[C:78]([CH3:81])([CH3:80])[CH3:79])=[O:63])[CH2:58][C@H:57]2[CH:59]=[CH2:60])=[O:55])(=[O:52])=[O:51])[CH2:49][CH2:48]1.IC. (3) Given the product [F:1][C:2]1[CH:3]=[C:4]([CH:29]=[C:30]([N:32]2[CH2:37][CH2:36][O:35][CH2:34][CH2:33]2)[CH:31]=1)[C:5]([NH:7][C:8]1[C:17]2[C:12](=[CH:13][CH:14]=[CH:15][CH:16]=2)[C:11]([O:18][C:19]2[CH:24]=[CH:23][N:22]=[C:21]([NH:46][CH2:45][CH2:44][N:38]3[CH2:43][CH2:42][O:41][CH2:40][CH2:39]3)[N:20]=2)=[CH:10][CH:9]=1)=[O:6], predict the reactants needed to synthesize it. The reactants are: [F:1][C:2]1[CH:3]=[C:4]([CH:29]=[C:30]([N:32]2[CH2:37][CH2:36][O:35][CH2:34][CH2:33]2)[CH:31]=1)[C:5]([NH:7][C:8]1[C:17]2[C:12](=[CH:13][CH:14]=[CH:15][CH:16]=2)[C:11]([O:18][C:19]2[CH:24]=[CH:23][N:22]=[C:21](S(C)(=O)=O)[N:20]=2)=[CH:10][CH:9]=1)=[O:6].[N:38]1([CH2:44][CH2:45][NH2:46])[CH2:43][CH2:42][O:41][CH2:40][CH2:39]1. (4) Given the product [CH3:37][O:36][C:30]1[CH:31]=[CH:32][C:33]([CH3:35])=[CH:34][C:29]=1[NH:28][C:26]([NH:25][C:20]1[CH:21]=[C:22]2[C:17](=[CH:18][CH:19]=1)[CH2:16][NH:15][CH2:24][CH2:23]2)=[O:27], predict the reactants needed to synthesize it. The reactants are: FC(F)(F)C(O)=O.C(OC([N:15]1[CH:24]=[CH:23][C:22]2[C:17](=[CH:18][CH:19]=[C:20]([NH:25][C:26]([NH:28][C:29]3[CH:34]=[C:33]([CH3:35])[CH:32]=[CH:31][C:30]=3[O:36][CH3:37])=[O:27])[CH:21]=2)[CH2:16]1)=O)(C)(C)C.C1(OC)C=CC=CC=1.